This data is from NCI-60 drug combinations with 297,098 pairs across 59 cell lines. The task is: Regression. Given two drug SMILES strings and cell line genomic features, predict the synergy score measuring deviation from expected non-interaction effect. (1) Drug 1: C1=CC(=C2C(=C1NCCNCCO)C(=O)C3=C(C=CC(=C3C2=O)O)O)NCCNCCO. Drug 2: CC(C1=C(C=CC(=C1Cl)F)Cl)OC2=C(N=CC(=C2)C3=CN(N=C3)C4CCNCC4)N. Cell line: MOLT-4. Synergy scores: CSS=71.0, Synergy_ZIP=-0.583, Synergy_Bliss=-1.54, Synergy_Loewe=-5.55, Synergy_HSA=-1.15. (2) Drug 1: C1=NC2=C(N1)C(=S)N=C(N2)N. Drug 2: C1=NC(=NC(=O)N1C2C(C(C(O2)CO)O)O)N. Cell line: A498. Synergy scores: CSS=15.2, Synergy_ZIP=-4.25, Synergy_Bliss=-0.464, Synergy_Loewe=-1.96, Synergy_HSA=-0.274. (3) Drug 1: CC1=C2C(C(=O)C3(C(CC4C(C3C(C(C2(C)C)(CC1OC(=O)C(C(C5=CC=CC=C5)NC(=O)C6=CC=CC=C6)O)O)OC(=O)C7=CC=CC=C7)(CO4)OC(=O)C)O)C)OC(=O)C. Drug 2: CS(=O)(=O)OCCCCOS(=O)(=O)C. Cell line: HCT116. Synergy scores: CSS=51.5, Synergy_ZIP=-9.65, Synergy_Bliss=-15.2, Synergy_Loewe=-32.2, Synergy_HSA=-13.4.